This data is from Catalyst prediction with 721,799 reactions and 888 catalyst types from USPTO. The task is: Predict which catalyst facilitates the given reaction. Reactant: [F:1][C:2]([F:13])([F:12])[CH2:3]OS(C(F)(F)F)(=O)=O.CN(C)C=O.[Cl:19][C:20]1[N:28]=[C:27]2[C:23]([N:24]=[CH:25][NH:26]2)=[C:22]([N:29]2[CH2:34][CH2:33][O:32][CH2:31][C@@H:30]2[CH3:35])[N:21]=1.C(=O)([O-])[O-].[K+].[K+]. Product: [Cl:19][C:20]1[N:28]=[C:27]2[C:23]([N:24]=[CH:25][N:26]2[CH2:3][C:2]([F:13])([F:12])[F:1])=[C:22]([N:29]2[CH2:34][CH2:33][O:32][CH2:31][C@@H:30]2[CH3:35])[N:21]=1. The catalyst class is: 6.